From a dataset of KCNQ2 potassium channel screen with 302,405 compounds. Binary Classification. Given a drug SMILES string, predict its activity (active/inactive) in a high-throughput screening assay against a specified biological target. (1) The compound is o1c(N2CC(CCC2)C(=O)NCc2c(OC)cc(OC)cc2)nc2c1cccc2. The result is 0 (inactive). (2) The molecule is O(c1ccc(c2nn(c(n2)N)C(=O)C)cc1)C. The result is 0 (inactive). (3) The molecule is o1c(N2CC(CCC2)C)c(nc1c1c2c(ccc1)cccc2)C#N. The result is 0 (inactive). (4) The drug is Fc1cc2=C(NNC(=O)C3Oc4c(OC3)cccc4)C(=O)N=c2cc1. The result is 0 (inactive). (5) The compound is n1c2c(cc(c3cc4c(nccc4)cc3)cc2)ccc1. The result is 0 (inactive). (6) The result is 1 (active). The compound is O=C(Nc1c(cc(cc1C)C)C)C1C2CC(C1)CC2. (7) The molecule is S=C(NCc1cc2OCOc2cc1)NC(=O)c1ccccc1. The result is 0 (inactive).